This data is from Catalyst prediction with 721,799 reactions and 888 catalyst types from USPTO. The task is: Predict which catalyst facilitates the given reaction. (1) Reactant: [Cl:1][C:2]1[CH:11]=[CH:10][C:9]2[C:4](=[CH:5][CH:6]=[C:7]([CH2:12][N:13]([CH3:15])[CH3:14])[CH:8]=2)[C:3]=1[CH2:16][C:17]([NH2:19])=[O:18].C[O:21][C:22](=O)[C:23]([C:25]1[C:33]2[C:28](=[CH:29][CH:30]=[CH:31][CH:32]=2)[N:27]([CH3:34])[CH:26]=1)=O.CC([O-])(C)C.[K+].[NH4+].[Cl-]. Product: [Cl:1][C:2]1[CH:11]=[CH:10][C:9]2[C:4](=[CH:5][CH:6]=[C:7]([CH2:12][N:13]([CH3:14])[CH3:15])[CH:8]=2)[C:3]=1[C:16]1[C:17](=[O:18])[NH:19][C:22](=[O:21])[C:23]=1[C:25]1[C:33]2[C:28](=[CH:29][CH:30]=[CH:31][CH:32]=2)[N:27]([CH3:34])[CH:26]=1. The catalyst class is: 49. (2) Reactant: C(OC([NH:8][C:9]1[CH:18]=[C:17]2[C:12]([CH:13]=[CH:14][C:15](=[O:46])[N:16]2[CH2:19][CH2:20][N:21]2[CH2:26][CH2:25][CH:24]([N:27]([CH2:35][C:36]3[N:41]=[CH:40][C:39]4[O:42][CH2:43][CH2:44][O:45][C:38]=4[CH:37]=3)C(=O)OC(C)(C)C)[CH2:23][CH2:22]2)=[N:11][CH:10]=1)=O)(C)(C)C.Cl.C(OCC)(=O)C. Product: [NH2:8][C:9]1[CH:18]=[C:17]2[C:12]([CH:13]=[CH:14][C:15](=[O:46])[N:16]2[CH2:19][CH2:20][N:21]2[CH2:22][CH2:23][CH:24]([NH:27][CH2:35][C:36]3[N:41]=[CH:40][C:39]4[O:42][CH2:43][CH2:44][O:45][C:38]=4[CH:37]=3)[CH2:25][CH2:26]2)=[N:11][CH:10]=1. The catalyst class is: 5. (3) Reactant: [Cl:1][C:2]1[N:3]=[C:4]([N:14]2[CH2:19][CH2:18][O:17][CH2:16][CH2:15]2)[C:5]2[S:10][C:9]([CH2:11][NH:12][CH3:13])=[CH:8][C:6]=2[N:7]=1.C(N(CC)CC)C.[Cl:27][CH2:28][CH2:29][CH2:30][S:31](Cl)(=[O:33])=[O:32]. Product: [Cl:1][C:2]1[N:3]=[C:4]([N:14]2[CH2:19][CH2:18][O:17][CH2:16][CH2:15]2)[C:5]2[S:10][C:9]([CH2:11][N:12]([CH3:13])[S:31]([CH2:30][CH2:29][CH2:28][Cl:27])(=[O:33])=[O:32])=[CH:8][C:6]=2[N:7]=1. The catalyst class is: 4. (4) Reactant: [NH2:1][CH2:2][CH2:3][C:4]1[N:5]([CH:27]([C:34]2[CH:39]=[CH:38][CH:37]=[CH:36][CH:35]=2)[C:28]2[CH:33]=[CH:32][CH:31]=[CH:30][CH:29]=2)[C:6]2[C:11]([C:12]=1[CH2:13][CH2:14][O:15][C:16]1[CH:25]=[CH:24][C:19]([C:20]([O:22]C)=[O:21])=[CH:18][CH:17]=1)=[CH:10][C:9]([Cl:26])=[CH:8][CH:7]=2.CCN(CC)CC.N1C=CC=CC=1.[CH3:53][N:54]1[CH:58]=[C:57]([S:59](Cl)(=[O:61])=[O:60])[N:56]=[CH:55]1.C(=O)(O)[O-].[Na+]. Product: [CH:27]([N:5]1[C:6]2[C:11](=[CH:10][C:9]([Cl:26])=[CH:8][CH:7]=2)[C:12]([CH2:13][CH2:14][O:15][C:16]2[CH:17]=[CH:18][C:19]([C:20]([OH:22])=[O:21])=[CH:24][CH:25]=2)=[C:4]1[CH2:3][CH2:2][NH:1][S:59]([C:57]1[N:56]=[CH:55][N:54]([CH3:53])[CH:58]=1)(=[O:61])=[O:60])([C:34]1[CH:39]=[CH:38][CH:37]=[CH:36][CH:35]=1)[C:28]1[CH:33]=[CH:32][CH:31]=[CH:30][CH:29]=1. The catalyst class is: 512.